This data is from Forward reaction prediction with 1.9M reactions from USPTO patents (1976-2016). The task is: Predict the product of the given reaction. (1) Given the reactants C(OC([N:8]1[CH2:13][CH2:12][CH:11]([CH2:14][O:15][C:16]2[CH:25]=[CH:24][CH:23]=[C:22]3[C:17]=2[C:18]([NH2:27])=[N:19][C:20]([NH2:26])=[N:21]3)[CH2:10][CH2:9]1)=O)(C)(C)C.Cl, predict the reaction product. The product is: [NH:8]1[CH2:13][CH2:12][CH:11]([CH2:14][O:15][C:16]2[CH:25]=[CH:24][CH:23]=[C:22]3[C:17]=2[C:18]([NH2:27])=[N:19][C:20]([NH2:26])=[N:21]3)[CH2:10][CH2:9]1. (2) Given the reactants S(Cl)(Cl)=O.[CH2:5]([N:12]1[CH2:17][CH2:16][C:15]([C:19]2[CH:24]=[CH:23][C:22]([CH2:25][O:26][CH2:27][C@@H:28]([CH3:32])[CH2:29][O:30][CH3:31])=[CH:21][CH:20]=2)(O)[CH:14]([CH2:33][O:34][C:35]([C:48]2[CH:53]=[CH:52][CH:51]=[CH:50][CH:49]=2)([C:42]2[CH:47]=[CH:46][CH:45]=[CH:44][CH:43]=2)[C:36]2[CH:41]=[CH:40][CH:39]=[CH:38][CH:37]=2)[CH2:13]1)[C:6]1[CH:11]=[CH:10][CH:9]=[CH:8][CH:7]=1, predict the reaction product. The product is: [CH2:5]([N:12]1[CH2:17][CH:16]=[C:15]([C:19]2[CH:24]=[CH:23][C:22]([CH2:25][O:26][CH2:27][C@@H:28]([CH3:32])[CH2:29][O:30][CH3:31])=[CH:21][CH:20]=2)[CH:14]([CH2:33][O:34][C:35]([C:36]2[CH:37]=[CH:38][CH:39]=[CH:40][CH:41]=2)([C:48]2[CH:53]=[CH:52][CH:51]=[CH:50][CH:49]=2)[C:42]2[CH:43]=[CH:44][CH:45]=[CH:46][CH:47]=2)[CH2:13]1)[C:6]1[CH:7]=[CH:8][CH:9]=[CH:10][CH:11]=1. (3) The product is: [Cl:8][C:7]1[CH:6]=[CH:5][CH:4]=[C:3]([CH2:9][OH:10])[C:2]=1[NH:1][C:13](=[O:14])[C:12]([CH3:17])([CH3:16])[CH3:11]. Given the reactants [NH2:1][C:2]1[C:7]([Cl:8])=[CH:6][CH:5]=[CH:4][C:3]=1[CH2:9][OH:10].[CH3:11][C:12]([CH3:17])([CH3:16])[C:13](Cl)=[O:14].CCN(C(C)C)C(C)C, predict the reaction product. (4) Given the reactants Br[C:2]1[CH:7]=[CH:6][N:5]2[N:8]=[C:9]([C:11]3[CH:16]=[CH:15][CH:14]=[C:13]([O:17][CH3:18])[CH:12]=3)[N:10]=[C:4]2[CH:3]=1.[C:19](=[O:26])([O:21][C:22]([CH3:25])([CH3:24])[CH3:23])[NH2:20].C(=O)([O-])[O-].[Cs+].[Cs+].CC1(C)C2C(=C(P(C3C=CC=CC=3)C3C=CC=CC=3)C=CC=2)OC2C(P(C3C=CC=CC=3)C3C=CC=CC=3)=CC=CC1=2, predict the reaction product. The product is: [C:22]([O:21][C:19](=[O:26])[NH:20][C:2]1[CH:7]=[CH:6][N:5]2[N:8]=[C:9]([C:11]3[CH:16]=[CH:15][CH:14]=[C:13]([O:17][CH3:18])[CH:12]=3)[N:10]=[C:4]2[CH:3]=1)([CH3:25])([CH3:24])[CH3:23]. (5) Given the reactants [Br:1][C:2]1[CH:3]=[C:4]2[C:9](=[CH:10][CH:11]=1)[NH:8][C:7](=[O:12])[CH:6]=[CH:5]2.Br[CH2:14][C:15]([NH2:17])=[O:16].C(=O)([O-])[O-].[K+].[K+], predict the reaction product. The product is: [Br:1][C:2]1[CH:3]=[C:4]2[C:9](=[CH:10][CH:11]=1)[N:8]([CH2:14][C:15]([NH2:17])=[O:16])[C:7](=[O:12])[CH:6]=[CH:5]2. (6) Given the reactants [ClH:1].[C:2]([C:4]1[CH:5]=[C:6]([C:14]2[O:18][N:17]=[C:16]([C:19]3[C:20]([CH3:40])=[C:21]4[C:26](=[CH:27][CH:28]=3)[CH2:25][N:24]([C:29](=[O:39])[CH2:30][NH:31]C(=O)OC(C)(C)C)[CH2:23][CH2:22]4)[N:15]=2)[CH:7]=[N:8][C:9]=1[O:10][CH:11]([CH3:13])[CH3:12])#[N:3].CCOCC, predict the reaction product. The product is: [ClH:1].[NH2:31][CH2:30][C:29]([N:24]1[CH2:23][CH2:22][C:21]2[C:26](=[CH:27][CH:28]=[C:19]([C:16]3[N:15]=[C:14]([C:6]4[CH:5]=[C:4]([C:2]#[N:3])[C:9]([O:10][CH:11]([CH3:13])[CH3:12])=[N:8][CH:7]=4)[O:18][N:17]=3)[C:20]=2[CH3:40])[CH2:25]1)=[O:39]. (7) Given the reactants [CH:1]12[CH2:7][CH:4]([CH2:5][CH2:6]1)[CH2:3][CH:2]2[N:8]1[C:13]2=[N:14][C:15](S(C)=O)=[N:16][CH:17]=[C:12]2[CH2:11][NH:10][C:9]1=[O:21].[NH2:22][C:23]1[CH:28]=[CH:27][C:26]([N:29]2[CH2:34][CH2:33][N:32]([CH3:35])[CH2:31][CH2:30]2)=[CH:25][CH:24]=1.FC(F)(F)C(O)=O, predict the reaction product. The product is: [CH:1]12[CH2:7][CH:4]([CH2:5][CH2:6]1)[CH2:3][CH:2]2[N:8]1[C:13]2=[N:14][C:15]([NH:22][C:23]3[CH:24]=[CH:25][C:26]([N:29]4[CH2:30][CH2:31][N:32]([CH3:35])[CH2:33][CH2:34]4)=[CH:27][CH:28]=3)=[N:16][CH:17]=[C:12]2[CH2:11][NH:10][C:9]1=[O:21].